This data is from Forward reaction prediction with 1.9M reactions from USPTO patents (1976-2016). The task is: Predict the product of the given reaction. Given the reactants [CH3:1][NH:2][O:3][CH3:4].[F:5][C:6]1[CH:14]=[CH:13][C:9]([C:10](Cl)=[O:11])=[CH:8][CH:7]=1.[NH4+].[Cl-], predict the reaction product. The product is: [F:5][C:6]1[CH:14]=[CH:13][C:9]([C:10]([N:2]([O:3][CH3:4])[CH3:1])=[O:11])=[CH:8][CH:7]=1.